This data is from Full USPTO retrosynthesis dataset with 1.9M reactions from patents (1976-2016). The task is: Predict the reactants needed to synthesize the given product. (1) Given the product [Br:32][C:28]1[CH:29]=[C:30]([CH3:31])[C:25]([CH:8]2[C:9](=[O:11])[CH2:10][CH:5]([CH2:4][CH2:3][S:2][CH3:1])[CH2:6][C:7]2=[O:12])=[C:26]([CH3:33])[CH:27]=1, predict the reactants needed to synthesize it. The reactants are: [CH3:1][S:2][CH2:3][CH2:4][CH:5]1[CH2:10][C:9](=[O:11])[CH2:8][C:7](=[O:12])[CH2:6]1.C1(C)C=CC=CC=1.C(O[Pb](OC(=O)C)(OC(=O)C)[C:25]1[C:30]([CH3:31])=[CH:29][C:28]([Br:32])=[CH:27][C:26]=1[CH3:33])(=O)C.Cl. (2) Given the product [CH2:36]([O:35][C:33]([N:5]1[CH2:6][CH2:7][CH:8]([NH:11][S:12]([C:15]2[C:24]3[C:19](=[CH:20][CH:21]=[CH:22][CH:23]=3)[C:18]([CH:25]([OH:27])[CH3:26])=[CH:17][CH:16]=2)(=[O:14])=[O:13])[CH2:9][CH2:10]1)=[O:34])[CH3:37], predict the reactants needed to synthesize it. The reactants are: C(O)(=O)C.[NH:5]1[CH2:10][CH2:9][CH:8]([NH:11][S:12]([C:15]2[C:24]3[C:19](=[CH:20][CH:21]=[CH:22][CH:23]=3)[C:18]([CH:25]([OH:27])[CH3:26])=[CH:17][CH:16]=2)(=[O:14])=[O:13])[CH2:7][CH2:6]1.C(=O)([O-])[O-].Cl[C:33]([O:35][CH2:36][CH3:37])=[O:34].